Regression. Given a peptide amino acid sequence and an MHC pseudo amino acid sequence, predict their binding affinity value. This is MHC class I binding data. From a dataset of Peptide-MHC class I binding affinity with 185,985 pairs from IEDB/IMGT. (1) The peptide sequence is THYSGNIVH. The MHC is HLA-A02:01 with pseudo-sequence HLA-A02:01. The binding affinity (normalized) is 0.0847. (2) The binding affinity (normalized) is 0.540. The MHC is HLA-B15:01 with pseudo-sequence HLA-B15:01. The peptide sequence is LISIRILYY. (3) The peptide sequence is QLLADFPEA. The MHC is HLA-A02:01 with pseudo-sequence HLA-A02:01. The binding affinity (normalized) is 0.548. (4) The peptide sequence is IQTSVNTVVR. The MHC is HLA-A68:01 with pseudo-sequence HLA-A68:01. The binding affinity (normalized) is 0.328. (5) The peptide sequence is QTQSRPIQN. The MHC is HLA-A24:02 with pseudo-sequence HLA-A24:02. The binding affinity (normalized) is 0. (6) The MHC is HLA-A68:02 with pseudo-sequence HLA-A68:02. The peptide sequence is ELENKKVEYV. The binding affinity (normalized) is 0. (7) The peptide sequence is QLKGQGKSRL. The MHC is HLA-A02:06 with pseudo-sequence HLA-A02:06. The binding affinity (normalized) is 0.0160. (8) The peptide sequence is RVVDLYIGR. The MHC is HLA-B18:01 with pseudo-sequence HLA-B18:01. The binding affinity (normalized) is 0.0847.